This data is from Full USPTO retrosynthesis dataset with 1.9M reactions from patents (1976-2016). The task is: Predict the reactants needed to synthesize the given product. The reactants are: C([O:4][C:5]1[CH:6]=[C:7](/[CH:12]=[CH:13]/[C:14]([OH:16])=O)[CH:8]=[CH:9][C:10]=1[F:11])(=O)C.S(Cl)(Cl)=O.[Cl:21][C:22]1[CH:23]=[C:24]([CH:26]=[CH:27][CH:28]=1)[NH2:25]. Given the product [Cl:21][C:22]1[CH:23]=[C:24]([NH:25][C:14](=[O:16])/[CH:13]=[CH:12]/[C:7]2[CH:8]=[CH:9][C:10]([F:11])=[C:5]([OH:4])[CH:6]=2)[CH:26]=[CH:27][CH:28]=1, predict the reactants needed to synthesize it.